From a dataset of Forward reaction prediction with 1.9M reactions from USPTO patents (1976-2016). Predict the product of the given reaction. (1) Given the reactants [CH2:1]1[O:4][C@H:2]1[CH3:3].[O-]S(C(F)(F)F)(=O)=O.[Yb+3].[O-]S(C(F)(F)F)(=O)=O.[O-]S(C(F)(F)F)(=O)=O.[CH2:30]([CH2:33][NH2:34])[CH:31]=C.[H-].[Na+].[CH2:37]1OCCOCCOCCOCCOC1.[Cl:52][C:53]1[CH:54]=[C:55]([CH:68]=[CH:69][C:70]=1[O:71][CH2:72][C:73]1[CH:78]=[CH:77][CH:76]=[CH:75][N:74]=1)[NH:56][C:57]1[C:66]2[C:61](=[CH:62][CH:63]=[CH:64][C:65]=2F)[N:60]=[CH:59][N:58]=1, predict the reaction product. The product is: [CH2:33]([N:34]([CH3:37])[CH2:1][C@H:2]([CH3:3])[O:4][C:65]1[CH:64]=[CH:63][CH:62]=[C:61]2[C:66]=1[C:57]([NH:56][C:55]1[CH:68]=[CH:69][C:70]([O:71][CH2:72][C:73]3[CH:78]=[CH:77][CH:76]=[CH:75][N:74]=3)=[C:53]([Cl:52])[CH:54]=1)=[N:58][CH:59]=[N:60]2)[CH:30]=[CH2:31]. (2) Given the reactants Br[C:2]1[CH:3]=[C:4]([NH:10][C:11]2[CH:16]=[CH:15][C:14]([CH:17]3[CH2:22][CH2:21][N:20]([CH3:23])[CH2:19][CH2:18]3)=[CH:13][N:12]=2)[C:5](=[O:9])[N:6]([CH3:8])[CH:7]=1.[C:24]([O:27][CH2:28][C:29]1[C:30]([N:44]2[CH2:56][CH2:55][N:47]3[C:48]4[CH2:49][CH2:50][CH2:51][CH2:52][C:53]=4[CH:54]=[C:46]3[C:45]2=[O:57])=[N:31][CH:32]=[CH:33][C:34]=1B1OC(C)(C)C(C)(C)O1)(=[O:26])[CH3:25].[O-]P([O-])([O-])=O.[K+].[K+].[K+].O.O.O.[C:69]([O-])(=O)C.[Na+], predict the reaction product. The product is: [C:24]([O:27][CH2:28][C:29]1[C:30]([N:44]2[CH2:56][CH2:55][N:47]3[C:48]4[CH2:49][CH2:50][CH2:51][CH2:52][C:53]=4[CH:54]=[C:46]3[C:45]2=[O:57])=[N:31][CH:32]=[CH:33][C:34]=1[C:2]1[CH:3]=[C:4]([NH:10][C:11]2[CH:16]=[CH:15][C:14]([CH:17]3[CH2:22][CH2:21][N:20]([CH3:23])[CH2:19][CH2:18]3)=[CH:13][N:12]=2)[C:5](=[O:9])[N:6]([CH2:8][CH3:69])[CH:7]=1)(=[O:26])[CH3:25]. (3) Given the reactants [C:1]1([CH:7]([C:20]2[CH:25]=[CH:24][CH:23]=[CH:22][CH:21]=2)[CH2:8][CH2:9][NH:10][C:11](=[O:19])[C:12]2[CH:17]=[CH:16][C:15]([OH:18])=[N:14][CH:13]=2)[CH:6]=[CH:5][CH:4]=[CH:3][CH:2]=1.Br[CH2:27][C:28]#[N:29], predict the reaction product. The product is: [C:20]1([CH:7]([C:1]2[CH:2]=[CH:3][CH:4]=[CH:5][CH:6]=2)[CH2:8][CH2:9][NH:10][C:11]([C:12]2[CH:17]=[CH:16][C:15](=[O:18])[N:14]([CH2:27][C:28]#[N:29])[CH:13]=2)=[O:19])[CH:25]=[CH:24][CH:23]=[CH:22][CH:21]=1.